This data is from Full USPTO retrosynthesis dataset with 1.9M reactions from patents (1976-2016). The task is: Predict the reactants needed to synthesize the given product. (1) Given the product [C:15]([CH2:16][C@H:17]1[CH2:18][CH2:19][C@H:20]([C:23]2[CH:24]=[CH:25][C:26]([NH:29][C:30]([C:32]3[O:33][C:34]([NH:37][C:38]4[CH:43]=[CH:42][CH:41]=[CH:40][C:39]=4[F:44])=[N:35][N:36]=3)=[O:31])=[CH:27][CH:28]=2)[CH2:21][CH2:22]1)#[N:14], predict the reactants needed to synthesize it. The reactants are: FC(F)(F)C(OC(=O)C(F)(F)F)=O.[NH2:14][C:15](=O)[CH2:16][C@H:17]1[CH2:22][CH2:21][C@H:20]([C:23]2[CH:28]=[CH:27][C:26]([NH:29][C:30]([C:32]3[O:33][C:34]([NH:37][C:38]4[CH:43]=[CH:42][CH:41]=[CH:40][C:39]=4[F:44])=[N:35][N:36]=3)=[O:31])=[CH:25][CH:24]=2)[CH2:19][CH2:18]1.N1C=CC=CC=1. (2) Given the product [CH3:1][O:2]/[N:3]=[C:4](/[C:6]1[N:11]=[C:10]([CH2:12][CH2:13][CH2:14][O:15][N:16]2[C:17](=[O:26])[C:18]3[C:23](=[CH:22][CH:21]=[CH:20][CH:19]=3)[C:24]2=[O:25])[CH:9]=[CH:8][CH:7]=1)\[CH3:5], predict the reactants needed to synthesize it. The reactants are: [CH3:1][O:2]/[N:3]=[C:4](/[C:6]1[N:11]=[C:10]([C:12]#[C:13][CH2:14][O:15][N:16]2[C:24](=[O:25])[C:23]3[C:18](=[CH:19][CH:20]=[CH:21][CH:22]=3)[C:17]2=[O:26])[CH:9]=[CH:8][CH:7]=1)\[CH3:5]. (3) The reactants are: Cl[C:2]1[CH:7]=[C:6]([N:8]2[C:12]3[CH:13]=[C:14]([F:17])[CH:15]=[CH:16][C:11]=3[N:10]=[C:9]2[CH3:18])[N:5]=[C:4]([N:19]([C:22]2[CH:27]=[CH:26][C:25]([O:28][CH3:29])=[CH:24][CH:23]=2)C=O)[N:3]=1.[OH-].[NH4+:31]. Given the product [F:17][C:14]1[CH:15]=[CH:16][C:11]2[N:10]=[C:9]([CH3:18])[N:8]([C:6]3[N:5]=[C:4]([NH:19][C:22]4[CH:23]=[CH:24][C:25]([O:28][CH3:29])=[CH:26][CH:27]=4)[N:3]=[C:2]([NH2:31])[CH:7]=3)[C:12]=2[CH:13]=1, predict the reactants needed to synthesize it. (4) Given the product [CH:1]1([CH:16]([OH:17])[CH:15]([C:9]2[CH:14]=[CH:13][CH:12]=[CH:11][CH:10]=2)[CH3:18])[CH2:6][CH2:5][CH2:4][CH2:3][CH2:2]1, predict the reactants needed to synthesize it. The reactants are: [CH:1]1([Mg]Cl)[CH2:6][CH2:5][CH2:4][CH2:3][CH2:2]1.[C:9]1([CH:15]([CH3:18])[CH:16]=[O:17])[CH:14]=[CH:13][CH:12]=[CH:11][CH:10]=1. (5) The reactants are: C([O:3][C:4]([C:6]1[CH:7]=[CH:8][CH:9]=[C:10]2[C:15]=1[N:14]=[CH:13][N:12]=[C:11]2[NH:16][CH2:17][C:18]1[CH:23]=[CH:22][C:21]([O:24][CH3:25])=[CH:20][C:19]=1[O:26][CH3:27])=[O:5])C.[OH-].[Na+].Cl. Given the product [CH3:27][O:26][C:19]1[CH:20]=[C:21]([O:24][CH3:25])[CH:22]=[CH:23][C:18]=1[CH2:17][NH:16][C:11]1[C:10]2[C:15](=[C:6]([C:4]([OH:5])=[O:3])[CH:7]=[CH:8][CH:9]=2)[N:14]=[CH:13][N:12]=1, predict the reactants needed to synthesize it. (6) The reactants are: [O:1]=[C:2]1[CH:18]=[C:17]([CH:19]2[CH2:24][CH2:23][N:22](C(OC(C)(C)C)=O)[CH2:21][CH2:20]2)[N:5]2[N:6]=[C:7]3[C:12]([CH:11]=[CH:10][C:9]([C:13]([F:16])([F:15])[F:14])=[CH:8]3)=[C:4]2[NH:3]1.[ClH:32]. Given the product [ClH:32].[NH:22]1[CH2:23][CH2:24][CH:19]([C:17]2[N:5]3[N:6]=[C:7]4[C:12]([CH:11]=[CH:10][C:9]([C:13]([F:14])([F:16])[F:15])=[CH:8]4)=[C:4]3[NH:3][C:2](=[O:1])[CH:18]=2)[CH2:20][CH2:21]1, predict the reactants needed to synthesize it. (7) Given the product [C:1]([O:5][C:6]([N:8]1[C:16]2[C:11](=[CH:12][C:13]([O:17][CH3:18])=[CH:14][CH:15]=2)[CH:10]=[C:9]1[C:23]1[CH:24]=[CH:25][C:26]([Cl:39])=[C:27]([S:29](=[O:30])(=[O:31])[NH:32][CH:33]2[CH2:38][CH2:37][CH2:36][CH2:35][CH2:34]2)[CH:28]=1)=[O:7])([CH3:4])([CH3:3])[CH3:2], predict the reactants needed to synthesize it. The reactants are: [C:1]([O:5][C:6]([N:8]1[C:16]2[C:11](=[CH:12][C:13]([O:17][CH3:18])=[CH:14][CH:15]=2)[CH:10]=[C:9]1B(O)O)=[O:7])([CH3:4])([CH3:3])[CH3:2].Br[C:23]1[CH:24]=[CH:25][C:26]([Cl:39])=[C:27]([S:29]([NH:32][CH:33]2[CH2:38][CH2:37][CH2:36][CH2:35][CH2:34]2)(=[O:31])=[O:30])[CH:28]=1.[F-].[Cs+]. (8) Given the product [F:11][C:10]([F:13])([F:12])[S:7]([O:14][C@H:23]([CH2:34][C:35]1[CH:40]=[CH:39][CH:38]=[C:37]([CH3:41])[CH:36]=1)[C:24]([O:26][CH2:27][C:28]1[CH:33]=[CH:32][CH:31]=[CH:30][CH:29]=1)=[O:25])(=[O:9])=[O:8], predict the reactants needed to synthesize it. The reactants are: N1C=CC=CC=1.[S:7]([O:14]S(C(F)(F)F)(=O)=O)([C:10]([F:13])([F:12])[F:11])(=[O:9])=[O:8].O[C@H:23]([CH2:34][C:35]1[CH:40]=[CH:39][CH:38]=[C:37]([CH3:41])[CH:36]=1)[C:24]([O:26][CH2:27][C:28]1[CH:33]=[CH:32][CH:31]=[CH:30][CH:29]=1)=[O:25].